Predict the reaction yield, written as a fraction of the theoretical maximum amount of product (1.0 means a 100% yield; for example, 0.34 means a 34% yield). From a dataset of Reaction yield outcomes from USPTO patents with 853,638 reactions. (1) The reactants are [C:1]1([C:7]2[C:12]([O:13][CH3:14])=[CH:11][CH:10]=[CH:9][C:8]=2[O:15][CH3:16])[CH:6]=[CH:5][CH:4]=[CH:3][CH:2]=1.ClC1C(OC)=C(C=CC=1OC)[CH:21]=[O:22]. No catalyst specified. The product is [CH3:16][O:15][C:8]1[C:7]([C:1]2[CH:2]=[CH:3][CH:4]=[CH:5][CH:6]=2)=[C:12]([O:13][CH3:14])[CH:11]=[CH:10][C:9]=1[CH:21]=[O:22]. The yield is 0.950. (2) The reactants are [F:1][C:2]([F:7])([F:6])[C:3]([OH:5])=[O:4].[CH2:8]([S:10]([N:13]1[CH2:18][CH2:17][CH:16]([C:19]2[C:27]3[C:22](=[C:23]([C:38]([NH2:40])=[O:39])[CH:24]=[C:25]([C:28]4[CH:33]=[C:32]([CH2:34][NH:35][CH3:36])[CH:31]=[C:30]([F:37])[CH:29]=4)[CH:26]=3)[NH:21][CH:20]=2)[CH2:15][CH2:14]1)(=[O:12])=[O:11])[CH3:9].[CH3:41]N. No catalyst specified. The product is [F:1][C:2]([F:7])([F:6])[C:3]([OH:5])=[O:4].[CH2:8]([S:10]([N:13]1[CH2:18][CH2:17][CH:16]([C:19]2[C:27]3[C:22](=[C:23]([C:38]([NH2:40])=[O:39])[CH:24]=[C:25]([C:28]4[CH:33]=[C:32]([CH2:34][NH:35][CH2:36][CH:2]([CH3:3])[CH3:41])[CH:31]=[C:30]([F:37])[CH:29]=4)[CH:26]=3)[NH:21][CH:20]=2)[CH2:15][CH2:14]1)(=[O:11])=[O:12])[CH3:9]. The yield is 0.227. (3) The reactants are [CH:1]([C:3]1[C:4]([N:9]([CH3:14])[S:10]([CH3:13])(=[O:12])=[O:11])=[N:5][CH:6]=[CH:7][CH:8]=1)=[O:2].[BH4-].[Na+]. The catalyst is C1COCC1. The product is [OH:2][CH2:1][C:3]1[C:4]([N:9]([CH3:14])[S:10]([CH3:13])(=[O:12])=[O:11])=[N:5][CH:6]=[CH:7][CH:8]=1. The yield is 0.944. (4) The reactants are [C:1]([CH2:3][C:4]([NH2:6])=[O:5])#[N:2].[H-].[Na+].[H][H].F[C:12]1[CH:17]=[CH:16][C:15]([C:18]2[N:19]=[N:20][N:21]([CH3:23])[N:22]=2)=[CH:14][C:13]=1[N+:24]([O-:26])=[O:25].Cl. The catalyst is CN(C=O)C. The product is [C:1]([CH:3]([C:12]1[CH:17]=[CH:16][C:15]([C:18]2[N:19]=[N:20][N:21]([CH3:23])[N:22]=2)=[CH:14][C:13]=1[N+:24]([O-:26])=[O:25])[C:4]([NH2:6])=[O:5])#[N:2]. The yield is 0.950. (5) The reactants are [Na].[CH3:2][O:3][CH2:4][CH2:5][CH2:6][O:7][C:8]1[CH:13]=[CH:12][N:11]=[C:10]([CH2:14][S:15]([C:17]2[NH:21][C:20]3[CH:22]=[CH:23][CH:24]=[CH:25][C:19]=3[N:18]=2)=[O:16])[C:9]=1[CH3:26].CCN(CC)CC.[C:34]1([CH3:62])[CH:39]=[CH:38][C:37]([S:40]([CH2:43][CH2:44][O:45][C:46](=[O:61])[CH2:47][O:48][C:49]2[CH:54]=[C:53]([CH3:55])[C:52]([S:56](Cl)(=[O:58])=[O:57])=[C:51]([CH3:60])[CH:50]=2)(=[O:42])=[O:41])=[CH:36][CH:35]=1.C([O-])(O)=O.[Na+]. The catalyst is C(Cl)Cl. The product is [C:34]1([CH3:62])[CH:39]=[CH:38][C:37]([S:40]([CH2:43][CH2:44][O:45][C:46](=[O:61])[CH2:47][O:48][C:49]2[CH:50]=[C:51]([CH3:60])[C:52]([S:56]([N:21]3[C:20]4[CH:22]=[CH:23][CH:24]=[CH:25][C:19]=4[N:18]=[C:17]3[S:15]([CH2:14][C:10]3[C:9]([CH3:26])=[C:8]([O:7][CH2:6][CH2:5][CH2:4][O:3][CH3:2])[CH:13]=[CH:12][N:11]=3)=[O:16])(=[O:57])=[O:58])=[C:53]([CH3:55])[CH:54]=2)(=[O:41])=[O:42])=[CH:36][CH:35]=1. The yield is 0.770. (6) The reactants are [OH-].[Na+].[NH2:3][C:4]1[CH:13]=[CH:12][C:7]([C:8]([O:10]C)=[O:9])=[CH:6][C:5]=1[Cl:14].Cl. The catalyst is CO. The yield is 0.946. The product is [NH2:3][C:4]1[CH:13]=[CH:12][C:7]([C:8]([OH:10])=[O:9])=[CH:6][C:5]=1[Cl:14]. (7) The reactants are [CH:1]([C:3]1[CH:4]=[N:5][N:6]([CH2:18][CH3:19])[C:7]=1[C:8]1[CH:9]=[C:10]([C:13]([O:15][CH2:16]C)=[O:14])[S:11][CH:12]=1)=[CH2:2]. The catalyst is CCO.[Pd]. The product is [CH2:18]([N:6]1[C:7]([C:8]2[CH:9]=[C:10]([C:13]([O:15][CH3:16])=[O:14])[S:11][CH:12]=2)=[C:3]([CH2:1][CH3:2])[CH:4]=[N:5]1)[CH3:19]. The yield is 0.940.